Dataset: Forward reaction prediction with 1.9M reactions from USPTO patents (1976-2016). Task: Predict the product of the given reaction. (1) Given the reactants O[N:2]=[C:3]([C:9]1[CH:14]=[CH:13][C:12]([O:15][C:16]([F:19])([F:18])[F:17])=[CH:11][CH:10]=1)[CH2:4][CH:5]1[CH2:8][O:7][CH2:6]1, predict the reaction product. The product is: [O:7]1[CH2:8][CH:5]([CH2:4][CH:3]([C:9]2[CH:10]=[CH:11][C:12]([O:15][C:16]([F:17])([F:18])[F:19])=[CH:13][CH:14]=2)[NH2:2])[CH2:6]1. (2) Given the reactants [O:1]1[CH2:5][CH2:4][O:3][CH:2]1[CH2:6][NH2:7].Cl[C:9]1[C:14]([N+:15]([O-:17])=[O:16])=[CH:13][CH:12]=[C:11]([O:18][CH3:19])[N:10]=1.C(OCC)(=O)C.O, predict the reaction product. The product is: [O:1]1[CH2:5][CH2:4][O:3][CH:2]1[CH2:6][NH:7][C:9]1[C:14]([N+:15]([O-:17])=[O:16])=[CH:13][CH:12]=[C:11]([O:18][CH3:19])[N:10]=1. (3) The product is: [Cl:1][C:2]1[CH:7]=[CH:6][C:5]([NH2:8])=[C:4]([C:15]2[CH2:20][CH2:19][N:18]([CH2:21]/[CH:22]=[CH:23]/[C:24]3[CH:25]=[CH:26][C:27]([Cl:30])=[CH:28][CH:29]=3)[CH2:17][CH:16]=2)[CH:3]=1. Given the reactants [Cl:1][C:2]1[CH:7]=[CH:6][C:5]([NH:8]C(=O)C(C)(C)C)=[C:4]([C:15]2(O)[CH2:20][CH2:19][N:18]([CH2:21]/[CH:22]=[CH:23]/[C:24]3[CH:29]=[CH:28][C:27]([Cl:30])=[CH:26][CH:25]=3)[CH2:17][CH2:16]2)[CH:3]=1.O, predict the reaction product.